From a dataset of Reaction yield outcomes from USPTO patents with 853,638 reactions. Predict the reaction yield, written as a fraction of the theoretical maximum amount of product (1.0 means a 100% yield; for example, 0.34 means a 34% yield). (1) The reactants are [NH2:1][C:2]1[CH:3]=[C:4]([CH:11]=[CH:12][CH:13]=1)[C:5]([O:7][CH2:8][CH:9]=[CH2:10])=[O:6].[CH:14](OCC)(OCC)OCC. The catalyst is FC(F)(F)C(O)=O. The product is [CH3:14][NH:1][C:2]1[CH:3]=[C:4]([CH:11]=[CH:12][CH:13]=1)[C:5]([O:7][CH2:8][CH:9]=[CH2:10])=[O:6]. The yield is 0.170. (2) The reactants are [F:1][C:2]1[CH:3]=[C:4]([NH:9][C:10]([CH:12]2[CH2:14][CH2:13]2)=[O:11])[CH:5]=[CH:6][C:7]=1[SH:8].[Cl:15][C:16]1[N:21]=[C:20](S(C)(=O)=O)[N:19]=[C:18]([NH:26][C:27]2[NH:31][N:30]=[C:29]([CH3:32])[CH:28]=2)[CH:17]=1. The catalyst is C(O)(C)(C)C.CCOC(C)=O. The product is [CH3:32][C:29]1[CH:28]=[C:27]([NH:26][C:18]2[CH:17]=[C:16]([Cl:15])[N:21]=[C:20]([S:8][C:7]3[CH:6]=[CH:5][C:4]([NH:9][C:10]([CH:12]4[CH2:13][CH2:14]4)=[O:11])=[CH:3][C:2]=3[F:1])[N:19]=2)[NH:31][N:30]=1. The yield is 0.400. (3) The reactants are [CH2:1]([O:8][C:9]1[C:10]([NH2:16])=[N:11][CH:12]=[C:13](Br)[CH:14]=1)[C:2]1[CH:7]=[CH:6][CH:5]=[CH:4][CH:3]=1.[CH3:17][N:18]([CH2:23][C:24]1[O:25][C:26]2[CH:33]=[CH:32][CH:31]=[CH:30][C:27]=2[C:28]=1[CH3:29])[C:19](=[O:22])[CH:20]=[CH2:21].C(N(C(C)C)C(C)C)C.CC1C=CC=CC=1P(C1C=CC=CC=1C)C1C=CC=CC=1C. The catalyst is C(#N)CC.CN(C=O)C.CC([O-])=O.CC([O-])=O.[Pd+2]. The product is [NH2:16][C:10]1[N:11]=[CH:12][C:13](/[CH:21]=[CH:20]/[C:19]([N:18]([CH3:17])[CH2:23][C:24]2[O:25][C:26]3[CH:33]=[CH:32][CH:31]=[CH:30][C:27]=3[C:28]=2[CH3:29])=[O:22])=[CH:14][C:9]=1[O:8][CH2:1][C:2]1[CH:7]=[CH:6][CH:5]=[CH:4][CH:3]=1. The yield is 0.390. (4) The reactants are [C:1]([N:8]1[CH2:12][C@@H:11]([N:13]([CH:20]2[CH2:25][CH2:24][C:23]([CH3:27])([CH3:26])[CH2:22][CH2:21]2)[C:14](=[O:19])[C:15]([CH3:18])([CH3:17])[CH3:16])[CH2:10][C@H:9]1[CH2:28][NH2:29])([O:3][C:4]([CH3:7])([CH3:6])[CH3:5])=[O:2].Cl[C:31]([O:33][CH2:34][C:35]1[CH:40]=[CH:39][CH:38]=[CH:37][CH:36]=1)=[O:32]. The catalyst is C(Cl)Cl. The product is [C:1]([N:8]1[CH2:12][C@@H:11]([N:13]([CH:20]2[CH2:25][CH2:24][C:23]([CH3:27])([CH3:26])[CH2:22][CH2:21]2)[C:14](=[O:19])[C:15]([CH3:17])([CH3:18])[CH3:16])[CH2:10][C@H:9]1[CH2:28][NH:29][C:31]([O:33][CH2:34][C:35]1[CH:40]=[CH:39][CH:38]=[CH:37][CH:36]=1)=[O:32])([O:3][C:4]([CH3:5])([CH3:6])[CH3:7])=[O:2]. The yield is 0.720. (5) The reactants are [Cl:1][C:2]1[CH:7]=[CH:6][CH:5]=[CH:4][C:3]=1[S:8]([NH:11][C:12]1[CH:17]=[C:16]([CH3:18])[CH:15]=[C:14]([CH3:19])[CH:13]=1)(=[O:10])=[O:9].[CH3:20][O:21]C(Cl)Cl. The catalyst is [Ti](Cl)(Cl)(Cl)Cl.C(Cl)Cl. The product is [Cl:1][C:2]1[CH:7]=[CH:6][CH:5]=[CH:4][C:3]=1[S:8]([NH:11][C:12]1[CH:13]=[C:14]([CH3:19])[C:15]([CH:20]=[O:21])=[C:16]([CH3:18])[CH:17]=1)(=[O:9])=[O:10]. The yield is 0.720. (6) The reactants are O1CCCC1.[CH:6]1([O:12][C:13]2[CH:18]=[CH:17][C:16]([CH2:19][C:20](Cl)=[N:21][OH:22])=[CH:15][CH:14]=2)[CH2:11][CH2:10][CH2:9][CH2:8][CH2:7]1.[C:24]([C:26]1[C:27]([NH2:32])=[N:28][CH:29]=[CH:30][CH:31]=1)#[CH:25].C(N(CC)CC)C. The catalyst is O. The product is [CH:6]1([O:12][C:13]2[CH:18]=[CH:17][C:16]([CH2:19][C:20]3[CH:25]=[C:24]([C:26]4[C:27]([NH2:32])=[N:28][CH:29]=[CH:30][CH:31]=4)[O:22][N:21]=3)=[CH:15][CH:14]=2)[CH2:11][CH2:10][CH2:9][CH2:8][CH2:7]1. The yield is 0.190.